From a dataset of Forward reaction prediction with 1.9M reactions from USPTO patents (1976-2016). Predict the product of the given reaction. (1) Given the reactants [NH2:1][CH:2]([C:14]1[C:22]([CH2:23][CH3:24])=[CH:21][C:20]([CH3:25])=[C:19]2[C:15]=1[CH:16]=[CH:17][NH:18]2)[C:3]1[NH:7][C:6]2[CH:8]=[CH:9][C:10]([C:12]#[N:13])=[CH:11][C:5]=2[N:4]=1.[CH:26](C1C=C(C)C2N(S(C3C=CC(C)=CC=3)(=O)=O)C=CC=2C=1C=O)(C)C, predict the reaction product. The product is: [NH2:1][CH:2]([C:14]1[C:22]([CH:23]([CH3:26])[CH3:24])=[CH:21][C:20]([CH3:25])=[C:19]2[C:15]=1[CH:16]=[CH:17][NH:18]2)[C:3]1[NH:7][C:6]2[CH:8]=[CH:9][C:10]([C:12]#[N:13])=[CH:11][C:5]=2[N:4]=1. (2) Given the reactants C([NH:5][S:6]([C:9]1[S:10][C:11]([Cl:15])=[CH:12][C:13]=1[NH2:14])(=[O:8])=[O:7])(C)(C)C, predict the reaction product. The product is: [NH2:14][C:13]1[CH:12]=[C:11]([Cl:15])[S:10][C:9]=1[S:6]([NH2:5])(=[O:7])=[O:8]. (3) Given the reactants [CH:1]1[C:6]([C@@H:7](O)[CH2:8][NH2:9])=[CH:5][C:4]([OH:11])=[C:3](O)[CH:2]=1.[NH2:13][CH2:14][CH2:15]C1C=CC(O)=C(O)C=1, predict the reaction product. The product is: [CH:3]1[C:4]([OH:11])=[CH:5][C:6]2[C:7]([CH2:15][CH2:14][NH2:13])=[CH:8][NH:9][C:1]=2[CH:2]=1. (4) Given the reactants [Cl:1][C:2]1[CH:7]=[CH:6][C:5]([C@@H:8]2[O:14][CH2:13][CH2:12][N:11]([C:15]([O:17][C:18]([CH3:21])([CH3:20])[CH3:19])=[O:16])[CH2:10][C@H:9]2[CH2:22][N:23]2[CH2:28][CH2:27][CH2:26][NH:25][C:24]2=[O:29])=[CH:4][C:3]=1[F:30].[H-].[Na+].C1(O[C:40]#[N:41])C=CC=CC=1, predict the reaction product. The product is: [Cl:1][C:2]1[CH:7]=[CH:6][C:5]([C@@H:8]2[O:14][CH2:13][CH2:12][N:11]([C:15]([O:17][C:18]([CH3:19])([CH3:20])[CH3:21])=[O:16])[CH2:10][C@H:9]2[CH2:22][N:23]2[CH2:28][CH2:27][CH2:26][N:25]([C:40]#[N:41])[C:24]2=[O:29])=[CH:4][C:3]=1[F:30]. (5) Given the reactants [F:1][C:2]([F:24])([F:23])[C:3]1[CH:4]=[C:5]2[C:9](=[CH:10][CH:11]=1)[NH:8][N:7]=[C:6]2[N:12]1[C:20](=[O:21])[C:19]2[C:14](=[CH:15][CH:16]=[CH:17][CH:18]=2)[C:13]1=[O:22].[C:25]([N:29]=[C:30]=[O:31])([CH3:28])([CH3:27])[CH3:26], predict the reaction product. The product is: [C:25]([NH:29][C:30]([N:8]1[C:9]2[C:5](=[CH:4][C:3]([C:2]([F:23])([F:1])[F:24])=[CH:11][CH:10]=2)[C:6]([N:12]2[C:20](=[O:21])[C:19]3[C:14](=[CH:15][CH:16]=[CH:17][CH:18]=3)[C:13]2=[O:22])=[N:7]1)=[O:31])([CH3:28])([CH3:27])[CH3:26]. (6) Given the reactants [N+:1]([C:4]1[CH:9]=[CH:8][C:7]([CH:10]([OH:13])[CH2:11][OH:12])=[CH:6][CH:5]=1)([O-:3])=[O:2].CO[C:16](OC)([CH3:18])[CH3:17].CC1C=CC(S(O)(=O)=O)=CC=1, predict the reaction product. The product is: [CH3:17][C:16]1([CH3:18])[O:13][CH:10]([C:7]2[CH:6]=[CH:5][C:4]([N+:1]([O-:3])=[O:2])=[CH:9][CH:8]=2)[CH2:11][O:12]1. (7) Given the reactants [OH-].[K+].[O:3]=[C:4]([CH2:10][CH3:11])[CH2:5][C:6]([O:8][CH3:9])=[O:7].Cl[C:13]1[C:18]([Cl:19])=[CH:17][C:16]([C:20]([F:23])([F:22])[F:21])=[CH:15][N:14]=1, predict the reaction product. The product is: [Cl:19][C:18]1[C:13]([CH:5]([C:4](=[O:3])[CH2:10][CH3:11])[C:6]([O:8][CH3:9])=[O:7])=[N:14][CH:15]=[C:16]([C:20]([F:22])([F:21])[F:23])[CH:17]=1. (8) The product is: [CH2:12]([S:11][C:4]1[CH:3]=[C:2]([N:14]2[CH2:19][CH2:18][O:17][CH2:16][CH2:15]2)[CH:9]=[C:8]([CH3:10])[C:5]=1[C:6]#[N:7])[CH3:13]. Given the reactants Cl[C:2]1[CH:9]=[C:8]([CH3:10])[C:5]([C:6]#[N:7])=[C:4]([S:11][CH2:12][CH3:13])[CH:3]=1.[NH:14]1[CH2:19][CH2:18][O:17][CH2:16][CH2:15]1.CC(C)([O-])C.[Na+].CC(P(C(C)(C)C)C1C(C2C=CC=CC=2)=CC=CC=1)(C)C, predict the reaction product. (9) Given the reactants [CH3:1][O:2][C:3](=[O:29])[C:4]1[CH:9]=[CH:8][C:7]([Cl:10])=[C:6]([N:11]2[C:16]([CH3:17])=[CH:15][C:14]([O:18][CH2:19][C:20]3[CH:25]=[CH:24][C:23]([F:26])=[CH:22][C:21]=3[F:27])=[CH:13][C:12]2=[O:28])[CH:5]=1.[Br:30]NC(=O)CCC(N)=O, predict the reaction product. The product is: [Br:30][C:13]1[C:12](=[O:28])[N:11]([C:6]2[CH:5]=[C:4]([CH:9]=[CH:8][C:7]=2[Cl:10])[C:3]([O:2][CH3:1])=[O:29])[C:16]([CH3:17])=[CH:15][C:14]=1[O:18][CH2:19][C:20]1[CH:25]=[CH:24][C:23]([F:26])=[CH:22][C:21]=1[F:27].[CH3:1][O:2][C:3](=[O:29])[C:4]1[CH:9]=[CH:8][C:7]([Cl:10])=[C:6]([N:11]2[C:16]([CH3:17])=[CH:15][C:14]([O:18][CH2:19][C:20]3[CH:25]=[CH:24][C:23]([F:26])=[CH:22][C:21]=3[F:27])=[CH:13][C:12]2=[O:28])[CH:5]=1.